From a dataset of Peptide-MHC class II binding affinity with 134,281 pairs from IEDB. Regression. Given a peptide amino acid sequence and an MHC pseudo amino acid sequence, predict their binding affinity value. This is MHC class II binding data. (1) The peptide sequence is SVRIRVRSGGHDYEG. The MHC is DRB1_0802 with pseudo-sequence DRB1_0802. The binding affinity (normalized) is 0.168. (2) The peptide sequence is ALVLLILMTARTVYD. The MHC is DRB1_0701 with pseudo-sequence DRB1_0701. The binding affinity (normalized) is 0.479. (3) The peptide sequence is PNTYLEGSVRVVTTF. The MHC is DRB1_0101 with pseudo-sequence DRB1_0101. The binding affinity (normalized) is 0.660. (4) The peptide sequence is LWEVKSAKPLTGPMN. The MHC is HLA-DPA10201-DPB10501 with pseudo-sequence HLA-DPA10201-DPB10501. The binding affinity (normalized) is 0.203. (5) The peptide sequence is GLIIGIFAVMLATLP. The MHC is HLA-DQA10102-DQB10602 with pseudo-sequence HLA-DQA10102-DQB10602. The binding affinity (normalized) is 0.339. (6) The peptide sequence is AFKVAATAANAAPFN. The MHC is DRB1_0901 with pseudo-sequence DRB1_0901. The binding affinity (normalized) is 0.662. (7) The peptide sequence is MRKPQQGASGVVRVW. The MHC is DRB1_0101 with pseudo-sequence DRB1_0101. The binding affinity (normalized) is 0.217.